Dataset: Full USPTO retrosynthesis dataset with 1.9M reactions from patents (1976-2016). Task: Predict the reactants needed to synthesize the given product. (1) Given the product [Cl:1][C:2]1[C:14]([Cl:15])=[CH:13][CH:12]=[CH:11][C:3]=1[C:4]([NH:6][CH2:7][CH2:8][N:9]([CH:16]=[O:17])[OH:10])=[O:5], predict the reactants needed to synthesize it. The reactants are: [Cl:1][C:2]1[C:14]([Cl:15])=[CH:13][CH:12]=[CH:11][C:3]=1[C:4]([NH:6][CH2:7][CH:8]=[N:9][OH:10])=[O:5].[CH3:16][OH:17].Cl.C([BH3-])#N.[Na+]. (2) Given the product [F:1][C:2]1[CH:3]=[C:4]([C:9]2([OH:14])[CH2:13][CH2:12][N:11]([CH2:22][CH3:23])[CH2:10]2)[CH:5]=[CH:6][C:7]=1[F:8], predict the reactants needed to synthesize it. The reactants are: [F:1][C:2]1[CH:3]=[C:4]([C:9]2([OH:14])[CH2:13][CH2:12][NH:11][CH2:10]2)[CH:5]=[CH:6][C:7]=1[F:8].C(=O)([O-])[O-].[K+].[K+].I[CH2:22][CH3:23].C(=O)([O-])[O-].[Na+].[Na+]. (3) Given the product [NH2:1][C@H:4]1[CH2:28][CH2:27][C@@:26]2([CH3:29])[C:6](=[CH:7][CH2:8][C@@H:9]3[C@@H:25]2[CH2:24][CH2:23][C@@:22]2([CH3:30])[C@H:10]3[CH2:11][CH2:12][C@@H:13]2[C@H:14]([CH3:21])[CH2:15][CH2:16][CH2:17][CH:18]([CH3:20])[CH3:19])[CH2:5]1, predict the reactants needed to synthesize it. The reactants are: [N:1]([C@H:4]1[CH2:28][CH2:27][C@@:26]2([CH3:29])[C:6](=[CH:7][CH2:8][C@@H:9]3[C@@H:25]2[CH2:24][CH2:23][C@@:22]2([CH3:30])[C@H:10]3[CH2:11][CH2:12][C@@H:13]2[C@H:14]([CH3:21])[CH2:15][CH2:16][CH2:17][CH:18]([CH3:20])[CH3:19])[CH2:5]1)=[N+]=[N-].[H-].[Al+3].[Li+].[H-].[H-].[H-]. (4) Given the product [CH:11]1([CH2:14][CH2:15][NH:39][C:35]2[CH:34]=[C:33]([C:30]3[CH:31]=[CH:32][C:27]([C:26]([F:25])([F:40])[F:41])=[CH:28][CH:29]=3)[CH:38]=[CH:37][CH:36]=2)[CH2:13][CH2:12]1, predict the reactants needed to synthesize it. The reactants are: C(Cl)(=O)C(Cl)=O.CS(C)=O.[CH:11]1([CH2:14][CH2:15]O)[CH2:13][CH2:12]1.C(N(CC)CC)C.Cl.[F:25][C:26]([F:41])([F:40])[C:27]1[CH:32]=[CH:31][C:30]([C:33]2[CH:38]=[CH:37][CH:36]=[C:35]([NH2:39])[CH:34]=2)=[CH:29][CH:28]=1.C(O[BH-](OC(=O)C)OC(=O)C)(=O)C.[Na+].C(O)(=O)C. (5) Given the product [Cl:1][C:2]1[CH:3]=[CH:4][C:5]([O:8][CH:9]([CH:11]2[CH:15]([C:16]3[CH:21]=[CH:20][C:19]([Cl:22])=[C:18]([Cl:23])[CH:17]=3)[CH2:14][N:13]([C:24]([N:39]3[CH2:38][CH2:37][N:36]4[C:40](=[O:43])[CH2:41][CH2:42][CH:35]4[CH2:34]3)=[O:25])[CH2:12]2)[CH3:10])=[N:6][CH:7]=1, predict the reactants needed to synthesize it. The reactants are: [Cl:1][C:2]1[CH:3]=[CH:4][C:5]([O:8][CH:9]([CH:11]2[CH:15]([C:16]3[CH:21]=[CH:20][C:19]([Cl:22])=[C:18]([Cl:23])[CH:17]=3)[CH2:14][N:13]([C:24](Cl)=[O:25])[CH2:12]2)[CH3:10])=[N:6][CH:7]=1.CCN(CC)CC.[CH2:34]1[NH:39][CH2:38][CH2:37][N:36]2[C:40](=[O:43])[CH2:41][CH2:42][CH:35]12. (6) Given the product [Cl:1][C:2]1[CH:3]=[C:4]([C:9]2[CH:24]([C:23]3[CH:26]=[C:27]([N+:30]([O-:32])=[O:31])[C:28]([OH:29])=[C:21]([O:20][CH2:18][CH3:19])[CH:22]=3)[NH:33][C:34](=[O:35])[NH:36][C:10]=2[C:12]2[CH:17]=[CH:16][CH:15]=[CH:14][CH:13]=2)[CH:5]=[CH:6][C:7]=1[Cl:8], predict the reactants needed to synthesize it. The reactants are: [Cl:1][C:2]1[CH:3]=[C:4]([CH2:9][C:10]([C:12]2[CH:17]=[CH:16][CH:15]=[CH:14][CH:13]=2)=O)[CH:5]=[CH:6][C:7]=1[Cl:8].[CH2:18]([O:20][C:21]1[CH:22]=[C:23]([CH:26]=[C:27]([N+:30]([O-:32])=[O:31])[C:28]=1[OH:29])[CH:24]=O)[CH3:19].[NH2:33][C:34]([NH2:36])=[O:35].Cl. (7) Given the product [CH:31]([C:2]1[CH:3]=[C:4]([CH2:5][N:6]2[C:10]([CH3:11])=[N:9][C:8]([C:12]3[O:16][N:15]=[C:14]([C:17]4[CH:22]=[CH:21][C:20]([O:23][C:24]([F:27])([F:25])[F:26])=[CH:19][CH:18]=4)[N:13]=3)=[N:7]2)[CH:28]=[CH:29][CH:30]=1)=[CH2:32], predict the reactants needed to synthesize it. The reactants are: Br[C:2]1[CH:3]=[C:4]([CH:28]=[CH:29][CH:30]=1)[CH2:5][N:6]1[C:10]([CH3:11])=[N:9][C:8]([C:12]2[O:16][N:15]=[C:14]([C:17]3[CH:22]=[CH:21][C:20]([O:23][C:24]([F:27])([F:26])[F:25])=[CH:19][CH:18]=3)[N:13]=2)=[N:7]1.[CH2:31]([Sn](CCCC)(CCCC)C=C)[CH2:32]CC.C([O-])([O-])=O.[K+].[K+]. (8) Given the product [CH2:1]([O:3][C:4]([CH:5]1[CH:6]([OH:9])[CH:13]=[CH:12][CH2:11][O:10]1)=[O:14])[CH3:2], predict the reactants needed to synthesize it. The reactants are: [CH2:1]([O:3][C:4](=[O:14])[CH:5]([O:10][CH2:11][CH:12]=[CH2:13])[CH:6]([OH:9])C=C)[CH3:2]. (9) Given the product [Br:16][C:17]1[CH:26]=[C:21]2[C:20](=[CH:19][CH:18]=1)[NH:27][C:28](=[O:31])[C:29]([O:5][CH2:4][CH:1]1[CH2:3][CH2:2]1)=[C:22]2[OH:23], predict the reactants needed to synthesize it. The reactants are: [CH:1]1([CH2:4][OH:5])[CH2:3][CH2:2]1.C[Si]([N-][Si](C)(C)C)(C)C.[K+].[Br:16][C:17]1[CH:18]=[CH:19][C:20]([NH:27][C:28](=[O:31])[CH2:29]Br)=[C:21]([CH:26]=1)[C:22](OC)=[O:23].ClC1C2C(=CC=C(C(C3N(C)N=NC=3)=O)C=2)N=C(OC)C=1CN1CCN(CC(F)(F)F)CC1.